This data is from Reaction yield outcomes from USPTO patents with 853,638 reactions. The task is: Predict the reaction yield, written as a fraction of the theoretical maximum amount of product (1.0 means a 100% yield; for example, 0.34 means a 34% yield). (1) The reactants are [H-].[Na+].[C:3]1([OH:9])[CH:8]=[CH:7][CH:6]=[CH:5][CH:4]=1.Cl[C:11]1[C:20]2[C:15](=[CH:16][CH:17]=[C:18]([I:21])[CH:19]=2)[NH:14][C:13](=O)[N:12]=1. The product is [I:21][C:18]1[CH:19]=[C:20]2[C:15](=[CH:16][CH:17]=1)[N:14]=[CH:13][N:12]=[C:11]2[O:9][C:3]1[CH:8]=[CH:7][CH:6]=[CH:5][CH:4]=1. The yield is 0.940. The catalyst is CN(C=O)C. (2) The reactants are [CH2:1]1[C:10]2[C:5](=[CH:6][CH:7]=[CH:8][CH:9]=2)[CH2:4][CH2:3][N:2]1[CH2:11][CH2:12][CH2:13][CH2:14][O:15][C:16]1[N:25]=[C:24]2[C:19]([CH2:20][CH2:21][C:22](=[O:26])[NH:23]2)=[CH:18][CH:17]=1.[F:27][C:28]([F:40])([F:39])C1C=CC=C2C=1CNCC2. No catalyst specified. The product is [F:27][C:28]([F:40])([F:39])[C:9]1[CH:8]=[CH:7][CH:6]=[C:5]2[C:10]=1[CH2:1][N:2]([CH2:11][CH2:12][CH2:13][CH2:14][O:15][C:16]1[N:25]=[C:24]3[C:19]([CH2:20][CH2:21][C:22](=[O:26])[NH:23]3)=[CH:18][CH:17]=1)[CH2:3][CH2:4]2. The yield is 0.380. (3) The reactants are BrC1C=CC=CC=1C(F)(F)F.CCCCCC.C([Li])CCC.Br[C:24]1[CH:25]=[C:26]2[C:31](=[CH:32][CH:33]=1)[CH:30]=[C:29]([C:34]([NH:36][CH3:37])=[O:35])[CH:28]=[CH:27]2.[C:38]([N:57]1[CH:61]=[C:60]([CH:62]=[O:63])[N:59]=[CH:58]1)([C:51]1[CH:56]=[CH:55][CH:54]=[CH:53][CH:52]=1)([C:45]1[CH:50]=[CH:49][CH:48]=[CH:47][CH:46]=1)[C:39]1[CH:44]=[CH:43][CH:42]=[CH:41][CH:40]=1.[Cl-].[NH4+]. The catalyst is C1COCC1. The product is [OH:63][CH:62]([C:60]1[N:59]=[CH:58][N:57]([C:38]([C:39]2[CH:44]=[CH:43][CH:42]=[CH:41][CH:40]=2)([C:45]2[CH:46]=[CH:47][CH:48]=[CH:49][CH:50]=2)[C:51]2[CH:56]=[CH:55][CH:54]=[CH:53][CH:52]=2)[CH:61]=1)[C:24]1[CH:25]=[C:26]2[C:31](=[CH:32][CH:33]=1)[CH:30]=[C:29]([C:34]([NH:36][CH3:37])=[O:35])[CH:28]=[CH:27]2. The yield is 0.580. (4) The reactants are [Cl:1][C:2]1[CH:7]=[CH:6][CH:5]=[CH:4][C:3]=1[C:8]1[N:13]=[C:12]([CH3:14])[C:11]([CH:15]([CH2:20][CH2:21][CH3:22])[C:16]([O:18]C)=[O:17])=[C:10]([C:23]2[CH:28]=[CH:27][C:26]([CH3:29])=[CH:25][CH:24]=2)[N:9]=1.[OH-].[Na+]. The catalyst is CO. The product is [Cl:1][C:2]1[CH:7]=[CH:6][CH:5]=[CH:4][C:3]=1[C:8]1[N:13]=[C:12]([CH3:14])[C:11]([CH:15]([CH2:20][CH2:21][CH3:22])[C:16]([OH:18])=[O:17])=[C:10]([C:23]2[CH:24]=[CH:25][C:26]([CH3:29])=[CH:27][CH:28]=2)[N:9]=1. The yield is 0.720. (5) The reactants are [NH2:1][C:2]1[C:7]([CH:8]=[O:9])=[C:6](Cl)[N:5]=[CH:4][N:3]=1.[NH:11]1[CH2:16][CH2:15][CH:14]([O:17][C:18](=[O:30])[NH:19][C:20]2[CH:25]=[CH:24][C:23]([O:26][CH:27]([CH3:29])[CH3:28])=[CH:22][CH:21]=2)[CH2:13][CH2:12]1.CCN(C(C)C)C(C)C. The catalyst is CS(C)=O.O. The product is [NH2:1][C:2]1[N:3]=[CH:4][N:5]=[C:6]([N:11]2[CH2:16][CH2:15][CH:14]([O:17][C:18](=[O:30])[NH:19][C:20]3[CH:25]=[CH:24][C:23]([O:26][CH:27]([CH3:28])[CH3:29])=[CH:22][CH:21]=3)[CH2:13][CH2:12]2)[C:7]=1[CH:8]=[O:9]. The yield is 0.635. (6) The reactants are [C:1]([O:7][C:8]([CH3:11])([CH3:10])[CH3:9])(=[O:6])[CH2:2][C:3]([CH3:5])=O.[Br:12][C:13]1[CH:14]=[C:15]([CH:18]=[CH:19][C:20]=1[F:21])[CH:16]=O.[NH4+:22].[OH-:23]. The catalyst is CCO.C(Cl)Cl. The product is [Br:12][C:13]1[CH:14]=[C:15]([CH:16]2[C:2]([C:1]([O:7][C:8]([CH3:11])([CH3:10])[CH3:9])=[O:6])=[C:3]([CH3:5])[NH:22][C:3]([CH3:5])=[C:2]2[C:1]([O:7][C:8]([CH3:11])([CH3:10])[CH3:9])=[O:23])[CH:18]=[CH:19][C:20]=1[F:21]. The yield is 0.340. (7) The reactants are Br[C:2]1[C:7]([C:8]([O:10]C)=[O:9])=[C:6]([CH3:12])[C:5]([O:13][CH2:14][CH3:15])=[CH:4][CH:3]=1.[OH-].[Na+].C(=O)(O)[O-:19].[Na+].CN[C@@H]1CCCC[C@H]1NC. The catalyst is CS(C)=O.O.S([O-])([O-])(=O)=O.[Cu+2].C(OCC)(=O)C. The product is [CH2:14]([O:13][C:5]1[C:6]([CH3:12])=[C:7]([C:2]([OH:19])=[CH:3][CH:4]=1)[C:8]([OH:10])=[O:9])[CH3:15]. The yield is 0.790. (8) The reactants are [NH2:1][C:2]1[C:3]([F:25])=[CH:4][C:5]([Cl:24])=[C:6]([CH:23]=1)[O:7][C:8]1[CH:9]=[CH:10][C:11]2[N:12]([CH:14]=[C:15]([NH:17][C:18]([CH:20]3[CH2:22][CH2:21]3)=[O:19])[N:16]=2)[N:13]=1.[CH3:26][N:27]1[C:31]([C:32](Cl)=[O:33])=[CH:30][C:29]([CH3:35])=[N:28]1. The catalyst is CN(C)C(=O)C. The product is [Cl:24][C:5]1[C:6]([O:7][C:8]2[CH:9]=[CH:10][C:11]3[N:12]([CH:14]=[C:15]([NH:17][C:18]([CH:20]4[CH2:21][CH2:22]4)=[O:19])[N:16]=3)[N:13]=2)=[CH:23][C:2]([NH:1][C:32]([C:31]2[N:27]([CH3:26])[N:28]=[C:29]([CH3:35])[CH:30]=2)=[O:33])=[C:3]([F:25])[CH:4]=1. The yield is 0.400.